Dataset: Full USPTO retrosynthesis dataset with 1.9M reactions from patents (1976-2016). Task: Predict the reactants needed to synthesize the given product. Given the product [Br:34][C:31]1[CH:32]=[CH:33][C:28]([NH:27][C:24]2[CH:23]=[CH:22][C:21]([CH:19]([NH:18][C:15]([C@:10]3([NH:9][C:7]([C:5]4[CH:4]=[N:3][CH:2]=[N:1][CH:6]=4)=[O:8])[CH2:14][CH2:13][O:12][CH2:11]3)=[O:17])[CH3:20])=[N:26][CH:25]=2)=[C:29]([C:35]([F:38])([F:36])[F:37])[CH:30]=1, predict the reactants needed to synthesize it. The reactants are: [N:1]1[CH:6]=[C:5]([C:7]([NH:9][C@@:10]2([C:15]([OH:17])=O)[CH2:14][CH2:13][O:12][CH2:11]2)=[O:8])[CH:4]=[N:3][CH:2]=1.[NH2:18][CH:19]([C:21]1[N:26]=[CH:25][C:24]([NH:27][C:28]2[CH:33]=[CH:32][C:31]([Br:34])=[CH:30][C:29]=2[C:35]([F:38])([F:37])[F:36])=[CH:23][CH:22]=1)[CH3:20].CCN(C(C)C)C(C)C.